This data is from Full USPTO retrosynthesis dataset with 1.9M reactions from patents (1976-2016). The task is: Predict the reactants needed to synthesize the given product. (1) Given the product [Br:1][C:2]1[CH:9]=[CH:8][C:5]([CH2:6][N:10]2[CH2:15][CH2:14][O:13][CH2:12][CH2:11]2)=[CH:4][CH:3]=1, predict the reactants needed to synthesize it. The reactants are: [Br:1][C:2]1[CH:9]=[CH:8][C:5]([CH2:6]Br)=[CH:4][CH:3]=1.[NH:10]1[CH2:15][CH2:14][O:13][CH2:12][CH2:11]1.C(=O)([O-])[O-].[K+].[K+]. (2) Given the product [CH:1]1([N:4]([CH2:33][C:34]2[CH:39]=[C:38]([CH2:40][CH2:41][CH2:42][O:43][CH3:44])[CH:37]=[C:36]([O:45][CH2:46][CH2:47][O:48][CH3:49])[CH:35]=2)[C:5]([C@@H:7]2[C@:12]([C:18]3[CH:23]=[CH:22][C:21]([F:24])=[C:20]([F:25])[CH:19]=3)([O:13][CH2:14][CH2:15][O:16][CH3:17])[CH2:11][CH2:10][NH:9][CH2:8]2)=[O:6])[CH2:3][CH2:2]1, predict the reactants needed to synthesize it. The reactants are: [CH:1]1([N:4]([CH2:33][C:34]2[CH:39]=[C:38]([CH2:40][CH2:41][CH2:42][O:43][CH3:44])[CH:37]=[C:36]([O:45][CH2:46][CH2:47][O:48][CH3:49])[CH:35]=2)[C:5]([C@@H:7]2[C@:12]([C:18]3[CH:23]=[CH:22][C:21]([F:24])=[C:20]([F:25])[CH:19]=3)([O:13][CH2:14][CH2:15][O:16][CH3:17])[CH2:11][CH2:10][N:9](C(OC(C)(C)C)=O)[CH2:8]2)=[O:6])[CH2:3][CH2:2]1.Cl. (3) Given the product [CH:15]1([CH:2]([NH:21][C:22]2[CH:31]=[CH:30][C:25]([C:26]([OH:28])=[O:27])=[CH:24][CH:23]=2)[C:3]2[O:4][C:5]3[CH:12]=[CH:11][C:10]([O:13][CH3:14])=[CH:9][C:6]=3[C:7]=2[CH3:8])[CH2:20][CH2:19][CH2:18][CH2:17][CH2:16]1, predict the reactants needed to synthesize it. The reactants are: Cl[CH:2]([CH:15]1[CH2:20][CH2:19][CH2:18][CH2:17][CH2:16]1)[C:3]1[O:4][C:5]2[CH:12]=[CH:11][C:10]([O:13][CH3:14])=[CH:9][C:6]=2[C:7]=1[CH3:8].[NH2:21][C:22]1[CH:31]=[CH:30][C:25]([C:26]([O:28]C)=[O:27])=[CH:24][CH:23]=1.[I-].[Na+].C(=O)([O-])[O-].[Na+].[Na+].Cl.[OH-].[Na+]. (4) Given the product [CH3:22][C:12]1[CH:17]=[CH:16][C:15]([S:18]([OH:21])(=[O:20])=[O:19])=[CH:14][CH:13]=1, predict the reactants needed to synthesize it. The reactants are: NC1(C(O)=O)CCCCC1.O.[C:12]1([CH3:22])[CH:17]=[CH:16][C:15]([S:18]([OH:21])(=[O:20])=[O:19])=[CH:14][CH:13]=1.C(O)C1C=CC=CC=1. (5) Given the product [Br:1][C:2]1[CH:7]=[CH:6][C:5]([S:8]([NH:17][CH:13]2[CH2:16][CH2:15][CH2:14]2)(=[O:10])=[O:9])=[C:4]([F:12])[CH:3]=1, predict the reactants needed to synthesize it. The reactants are: [Br:1][C:2]1[CH:7]=[CH:6][C:5]([S:8](Cl)(=[O:10])=[O:9])=[C:4]([F:12])[CH:3]=1.[CH:13]1([NH2:17])[CH2:16][CH2:15][CH2:14]1.